Dataset: Peptide-MHC class I binding affinity with 185,985 pairs from IEDB/IMGT. Task: Regression. Given a peptide amino acid sequence and an MHC pseudo amino acid sequence, predict their binding affinity value. This is MHC class I binding data. (1) The peptide sequence is SFQQPLQQY. The MHC is HLA-A23:01 with pseudo-sequence HLA-A23:01. The binding affinity (normalized) is 0. (2) The peptide sequence is ESLLHQASW. The MHC is HLA-B18:01 with pseudo-sequence HLA-B18:01. The binding affinity (normalized) is 0.0847. (3) The peptide sequence is PLYRLSPKK. The MHC is HLA-A68:02 with pseudo-sequence HLA-A68:02. The binding affinity (normalized) is 0.0847. (4) The peptide sequence is QEGKPLEAT. The MHC is Mamu-A11 with pseudo-sequence Mamu-A11. The binding affinity (normalized) is 0.421. (5) The MHC is HLA-A23:01 with pseudo-sequence HLA-A23:01. The peptide sequence is DPKRYFVPIF. The binding affinity (normalized) is 0.421. (6) The binding affinity (normalized) is 0.198. The peptide sequence is IPEQSQCQAI. The MHC is HLA-B07:02 with pseudo-sequence HLA-B07:02.